From a dataset of CYP2C19 inhibition data for predicting drug metabolism from PubChem BioAssay. Regression/Classification. Given a drug SMILES string, predict its absorption, distribution, metabolism, or excretion properties. Task type varies by dataset: regression for continuous measurements (e.g., permeability, clearance, half-life) or binary classification for categorical outcomes (e.g., BBB penetration, CYP inhibition). Dataset: cyp2c19_veith. (1) The molecule is NC[C@H](O)c1cc(O)c(O)cc1F. The result is 0 (non-inhibitor). (2) The result is 0 (non-inhibitor). The compound is Oc1c(Cl)cc(CN(Cc2cc(Cl)c(O)c(Cl)c2)C2CCCCC2)cc1Cl. (3) The result is 0 (non-inhibitor). The molecule is CCOC(=O)CCN1C(=O)[C@H]2CC[C@H]3/C(=N\NC(=O)OCc4ccc(OC)cc4)C[C@@H](O)[C@@H](O)[C@@H]3[C@@H]2C1=O. (4) The molecule is COC(=O)COc1ccsc1C(=O)OC. The result is 0 (non-inhibitor). (5) The molecule is Cc1ccc(S(=O)(=O)N(Cc2ccccc2)c2ccccc2C(=O)NCc2ccco2)cc1. The result is 1 (inhibitor). (6) The compound is CC1=C(C(=O)O)N2C(=O)[C@@H](NC(=O)[C@@H](N)c3ccccc3)[C@@H]2SC1.O. The result is 0 (non-inhibitor). (7) The molecule is FC(F)(F)c1cnc(/C=C/Nc2ccccc2Cl)c(Cl)c1. The result is 0 (non-inhibitor). (8) The molecule is COC(=O)c1nn(-c2ccccc2)c(-c2ccccc2)c1C(=O)c1ccccc1. The result is 1 (inhibitor). (9) The drug is Br.CCCCCCN1Cc2ccccc2C1. The result is 1 (inhibitor). (10) The molecule is COc1ccccc1OCCN1C(=O)S/C(=C\c2ccco2)C1=O. The result is 1 (inhibitor).